This data is from Reaction yield outcomes from USPTO patents with 853,638 reactions. The task is: Predict the reaction yield, written as a fraction of the theoretical maximum amount of product (1.0 means a 100% yield; for example, 0.34 means a 34% yield). (1) The reactants are [NH2:1][C@@H:2]([C:5]1[N:6]([S:13]([C:16]2[CH:22]=[CH:21][C:19]([CH3:20])=[CH:18][CH:17]=2)(=[O:15])=[O:14])[CH:7]=[CH:8][C:9]=1[C:10](O)=[O:11])[CH2:3][CH3:4].FC(F)(F)C(O)=O.N[C@@H](C1N(S(C2C=CC(C)=CC=2)(=O)=O)C=CC=1C(O)=O)CC.CCN(C(C)C)C(C)C.CCCP1(OP(CCC)(=O)OP(CCC)(=O)O1)=O. The catalyst is CCOC(C)=O. The product is [CH2:3]([C@@H:2]1[C:5]2[N:6]([S:13]([C:16]3[CH:22]=[CH:21][C:19]([CH3:20])=[CH:18][CH:17]=3)(=[O:15])=[O:14])[CH:7]=[CH:8][C:9]=2[C:10](=[O:11])[NH:1]1)[CH3:4]. The yield is 0.890. (2) The reactants are C[O:2][C:3](=[O:26])[C:4]1[C:5](=[C:10]([O:14][CH2:15][C:16]2[S:20][C:19]3[CH:21]=[CH:22][CH:23]=[C:24]([F:25])[C:18]=3[CH:17]=2)[CH:11]=[CH:12][CH:13]=1)[C:6]([O:8]C)=[O:7]. The catalyst is [OH-].[Na+]. The product is [F:25][C:24]1[C:18]2[CH:17]=[C:16]([CH2:15][O:14][C:10]3[CH:11]=[CH:12][CH:13]=[C:4]([C:3]([OH:26])=[O:2])[C:5]=3[C:6]([OH:8])=[O:7])[S:20][C:19]=2[CH:21]=[CH:22][CH:23]=1. The yield is 0.840.